Dataset: CYP1A2 inhibition data for predicting drug metabolism from PubChem BioAssay. Task: Regression/Classification. Given a drug SMILES string, predict its absorption, distribution, metabolism, or excretion properties. Task type varies by dataset: regression for continuous measurements (e.g., permeability, clearance, half-life) or binary classification for categorical outcomes (e.g., BBB penetration, CYP inhibition). Dataset: cyp1a2_veith. (1) The compound is c1ccc2c(c1)-c1nc3ccccc3cc1[C@H]2N1CCOCC1. The result is 1 (inhibitor). (2) The molecule is O=C(Cc1ccccc1)Nc1nc2ccc(Cl)cc2c2nc(-c3ccco3)nn12. The result is 1 (inhibitor). (3) The result is 1 (inhibitor). The compound is CCOC(=O)Cc1c(C)nc2c(-c3ccccc3)c(-c3ccccc3)[nH]n2c1=O. (4) The result is 1 (inhibitor). The drug is CCN(c1ccc(NC(=O)COC(=O)c2ccc3ccccc3n2)cc1)C(C)C. (5) The molecule is Cc1noc(C)c1-c1cncnc1NCc1cccnc1. The result is 0 (non-inhibitor). (6) The molecule is COc1ncc2nc(-c3ccc(F)cc3)c(=O)n(CCc3ccccc3)c2n1. The result is 1 (inhibitor). (7) The compound is Cc1ccccc1-c1cncnc1Nc1ccccc1. The result is 1 (inhibitor).